From a dataset of Reaction yield outcomes from USPTO patents with 853,638 reactions. Predict the reaction yield, written as a fraction of the theoretical maximum amount of product (1.0 means a 100% yield; for example, 0.34 means a 34% yield). (1) The reactants are CCN(C(C)C)C(C)C.[C:10]1([N:16]2[C:20]([C:21]([F:24])([F:23])[F:22])=[C:19]([C:25]([OH:27])=O)[CH:18]=[N:17]2)[CH:15]=[CH:14][CH:13]=[CH:12][CH:11]=1.C1C=CC2N(O)N=NC=2C=1.CCN=C=NCCCN(C)C.Cl.[NH2:50][CH2:51][C:52]([N:54]1[CH2:59][CH2:58][N:57]([C:60](=[O:72])[C:61]2[CH:66]=[C:65]([F:67])[CH:64]=[CH:63][C:62]=2[C:68]([F:71])([F:70])[F:69])[CH2:56][CH2:55]1)=[O:53]. The catalyst is CN(C=O)C.O. The product is [F:67][C:65]1[CH:64]=[CH:63][C:62]([C:68]([F:70])([F:69])[F:71])=[C:61]([CH:66]=1)[C:60]([N:57]1[CH2:58][CH2:59][N:54]([C:52](=[O:53])[CH2:51][NH:50][C:25]([C:19]2[CH:18]=[N:17][N:16]([C:10]3[CH:11]=[CH:12][CH:13]=[CH:14][CH:15]=3)[C:20]=2[C:21]([F:22])([F:23])[F:24])=[O:27])[CH2:55][CH2:56]1)=[O:72]. The yield is 0.276. (2) The reactants are Br[CH:2]([CH:5]1[CH2:10][CH2:9][N:8]([C:11]([O:13][C:14]([CH3:17])([CH3:16])[CH3:15])=[O:12])[CH2:7][CH2:6]1)[CH:3]=O.[CH3:18][NH:19][C:20]([NH:22][CH3:23])=[S:21]. The catalyst is C(O)C. The product is [CH3:23][N:22]1[CH:3]=[C:2]([CH:5]2[CH2:10][CH2:9][N:8]([C:11]([O:13][C:14]([CH3:17])([CH3:16])[CH3:15])=[O:12])[CH2:7][CH2:6]2)[S:21]/[C:20]/1=[N:19]\[CH3:18]. The yield is 0.570. (3) The product is [CH:30]([N:6]1[C:5]([C:12]([C:14]2[CH:15]=[C:16]([CH:19]=[C:20]([CH3:22])[CH:21]=2)[C:17]#[N:18])=[O:13])=[C:4]([CH:1]([CH3:3])[CH3:2])[C:9](=[O:10])[NH:8][C:7]1=[O:11])([CH3:32])[CH3:31]. The catalyst is CN(C=O)C. The reactants are [CH:1]([C:4]1[C:9](=[O:10])[NH:8][C:7](=[O:11])[NH:6][C:5]=1[C:12]([C:14]1[CH:15]=[C:16]([CH:19]=[C:20]([CH3:22])[CH:21]=1)[C:17]#[N:18])=[O:13])([CH3:3])[CH3:2].C(=O)([O-])[O-].[K+].[K+].I[CH:30]([CH3:32])[CH3:31]. The yield is 0.100. (4) The reactants are [F:1][C:2]1[CH:7]=[CH:6][C:5]([CH:8]([CH3:12])[C:9](O)=[O:10])=[CH:4][CH:3]=1.B.C1COCC1.Cl. The catalyst is C1COCC1. The product is [F:1][C:2]1[CH:3]=[CH:4][C:5]([CH:8]([CH3:12])[CH2:9][OH:10])=[CH:6][CH:7]=1. The yield is 0.327. (5) The reactants are [F:1][C:2]([F:27])([F:26])[C:3]1[CH:8]=[CH:7][N:6]2[CH:9]=[C:10]([CH2:12][C@@H:13]3[CH2:18][CH2:17][CH2:16][CH2:15][N:14]3C(OC(C)(C)C)=O)[N:11]=[C:5]2[CH:4]=1. The catalyst is C(Cl)Cl.C(O)(C(F)(F)F)=O. The product is [NH:14]1[CH2:15][CH2:16][CH2:17][CH2:18][C@H:13]1[CH2:12][C:10]1[N:11]=[C:5]2[CH:4]=[C:3]([C:2]([F:1])([F:26])[F:27])[CH:8]=[CH:7][N:6]2[CH:9]=1. The yield is 0.950. (6) The reactants are [CH3:1][C:2]1([CH3:12])[O:6][C:5](=[CH:7][C:8](Cl)=[O:9])[C:4](=[O:11])[O:3]1.[F:13][C:14]1[CH:15]=[C:16]([CH:21]=[CH:22][CH:23]=1)[CH2:17][NH:18][O:19][CH3:20]. No catalyst specified. The product is [CH3:1][C:2]1([CH3:12])[O:6][C:5](=[CH:7][C:8]([N:18]([CH2:17][C:16]2[CH:21]=[CH:22][CH:23]=[C:14]([F:13])[CH:15]=2)[O:19][CH3:20])=[O:9])[C:4](=[O:11])[O:3]1. The yield is 0.940. (7) The reactants are [CH:1]12[O:8][CH:5]([CH2:6][CH2:7]1)[CH2:4][N:3]([C:9]([C:11]1[S:12][CH:13]=[C:14]([C:16]3[CH:21]=[CH:20][C:19]([Cl:22])=[CH:18][CH:17]=3)[N:15]=1)=[O:10])[CH2:2]2.Br[C:24]1[CH:29]=[CH:28][C:27]([S:30]([NH2:33])(=[O:32])=[O:31])=[CH:26][CH:25]=1.C([O-])(=O)C.[K+]. The catalyst is CC(N(C)C)=O.C([O-])(=O)C.[Pd+2].C([O-])(=O)C. The product is [CH:5]12[O:8][CH:1]([CH2:7][CH2:6]1)[CH2:2][N:3]([C:9]([C:11]1[S:12][C:13]([C:24]3[CH:29]=[CH:28][C:27]([S:30]([NH2:33])(=[O:32])=[O:31])=[CH:26][CH:25]=3)=[C:14]([C:16]3[CH:21]=[CH:20][C:19]([Cl:22])=[CH:18][CH:17]=3)[N:15]=1)=[O:10])[CH2:4]2. The yield is 0.195.